Task: Regression. Given a peptide amino acid sequence and an MHC pseudo amino acid sequence, predict their binding affinity value. This is MHC class I binding data.. Dataset: Peptide-MHC class I binding affinity with 185,985 pairs from IEDB/IMGT (1) The peptide sequence is LELRSRYWAI. The MHC is HLA-B40:01 with pseudo-sequence HLA-B40:01. The binding affinity (normalized) is 0.525. (2) The peptide sequence is VKYRYLCL. The MHC is Mamu-B08 with pseudo-sequence Mamu-B08. The binding affinity (normalized) is 0. (3) The peptide sequence is SGPENQEDPL. The MHC is H-2-Db with pseudo-sequence H-2-Db. The binding affinity (normalized) is 0.519.